The task is: Predict the product of the given reaction.. This data is from Forward reaction prediction with 1.9M reactions from USPTO patents (1976-2016). (1) Given the reactants [CH2:1]([O:8][CH2:9][CH:10]([NH:14]C(OC(C)(C)C)=O)[C:11]([OH:13])=O)[C:2]1[CH:7]=[CH:6][CH:5]=[CH:4][CH:3]=1.CN(C(ON1N=NC2C=CC=NC1=2)=[N+](C)C)C.F[P-](F)(F)(F)(F)F.CCN(C(C)C)C(C)C.[O:55]([C:62]1[CH:68]=[CH:67][C:65]([NH2:66])=[CH:64][CH:63]=1)[C:56]1[CH:61]=[CH:60][CH:59]=[CH:58][CH:57]=1.Cl, predict the reaction product. The product is: [NH2:14][CH:10]([CH2:9][O:8][CH2:1][C:2]1[CH:3]=[CH:4][CH:5]=[CH:6][CH:7]=1)[C:11]([NH:66][C:65]1[CH:64]=[CH:63][C:62]([O:55][C:56]2[CH:61]=[CH:60][CH:59]=[CH:58][CH:57]=2)=[CH:68][CH:67]=1)=[O:13]. (2) Given the reactants [Cl:1][C:2]1[C:3]([S:19](=[O:22])(=[O:21])[NH2:20])=[N:4][CH:5]=[C:6]([C:10]=1[NH:11][C:12]1[CH:17]=[CH:16][CH:15]=[C:14]([Cl:18])[CH:13]=1)[C:7]([OH:9])=O.[C:23]1([CH:29]2[CH2:34][CH2:33][NH:32][CH2:31][CH2:30]2)[CH:28]=[CH:27][CH:26]=[CH:25][CH:24]=1, predict the reaction product. The product is: [Cl:1][C:2]1[C:3]([S:19]([NH2:20])(=[O:22])=[O:21])=[N:4][CH:5]=[C:6]([C:7]([N:32]2[CH2:33][CH2:34][CH:29]([C:23]3[CH:28]=[CH:27][CH:26]=[CH:25][CH:24]=3)[CH2:30][CH2:31]2)=[O:9])[C:10]=1[NH:11][C:12]1[CH:17]=[CH:16][CH:15]=[C:14]([Cl:18])[CH:13]=1.